Dataset: NCI-60 drug combinations with 297,098 pairs across 59 cell lines. Task: Regression. Given two drug SMILES strings and cell line genomic features, predict the synergy score measuring deviation from expected non-interaction effect. (1) Drug 1: C(CC(=O)O)C(=O)CN.Cl. Drug 2: COC1=C2C(=CC3=C1OC=C3)C=CC(=O)O2. Cell line: TK-10. Synergy scores: CSS=-3.59, Synergy_ZIP=2.75, Synergy_Bliss=2.20, Synergy_Loewe=-5.58, Synergy_HSA=-2.65. (2) Drug 1: CN(C)N=NC1=C(NC=N1)C(=O)N. Drug 2: CCC(=C(C1=CC=CC=C1)C2=CC=C(C=C2)OCCN(C)C)C3=CC=CC=C3.C(C(=O)O)C(CC(=O)O)(C(=O)O)O. Cell line: SK-MEL-28. Synergy scores: CSS=2.43, Synergy_ZIP=1.42, Synergy_Bliss=4.45, Synergy_Loewe=1.02, Synergy_HSA=1.67. (3) Drug 1: CN(C)C1=NC(=NC(=N1)N(C)C)N(C)C. Drug 2: CCN(CC)CCNC(=O)C1=C(NC(=C1C)C=C2C3=C(C=CC(=C3)F)NC2=O)C. Cell line: HT29. Synergy scores: CSS=-2.51, Synergy_ZIP=2.26, Synergy_Bliss=4.05, Synergy_Loewe=-5.42, Synergy_HSA=-2.13. (4) Drug 1: CC(C1=C(C=CC(=C1Cl)F)Cl)OC2=C(N=CC(=C2)C3=CN(N=C3)C4CCNCC4)N. Drug 2: CC1C(C(CC(O1)OC2CC(CC3=C2C(=C4C(=C3O)C(=O)C5=C(C4=O)C(=CC=C5)OC)O)(C(=O)CO)O)N)O.Cl. Cell line: HS 578T. Synergy scores: CSS=34.8, Synergy_ZIP=1.96, Synergy_Bliss=3.01, Synergy_Loewe=-14.5, Synergy_HSA=-0.666. (5) Drug 1: CCC1(CC2CC(C3=C(CCN(C2)C1)C4=CC=CC=C4N3)(C5=C(C=C6C(=C5)C78CCN9C7C(C=CC9)(C(C(C8N6C)(C(=O)OC)O)OC(=O)C)CC)OC)C(=O)OC)O.OS(=O)(=O)O. Drug 2: C1=NC(=NC(=O)N1C2C(C(C(O2)CO)O)O)N. Cell line: SK-OV-3. Synergy scores: CSS=2.33, Synergy_ZIP=-2.98, Synergy_Bliss=-4.39, Synergy_Loewe=-4.58, Synergy_HSA=-5.07. (6) Drug 1: CN1C2=C(C=C(C=C2)N(CCCl)CCCl)N=C1CCCC(=O)O.Cl. Drug 2: COC1=C2C(=CC3=C1OC=C3)C=CC(=O)O2. Cell line: SF-268. Synergy scores: CSS=-2.20, Synergy_ZIP=1.21, Synergy_Bliss=0.333, Synergy_Loewe=-1.80, Synergy_HSA=-3.12.